This data is from NCI-60 drug combinations with 297,098 pairs across 59 cell lines. The task is: Regression. Given two drug SMILES strings and cell line genomic features, predict the synergy score measuring deviation from expected non-interaction effect. (1) Drug 1: CCC(=C(C1=CC=CC=C1)C2=CC=C(C=C2)OCCN(C)C)C3=CC=CC=C3.C(C(=O)O)C(CC(=O)O)(C(=O)O)O. Drug 2: C1C(C(OC1N2C=NC(=NC2=O)N)CO)O. Cell line: DU-145. Synergy scores: CSS=18.5, Synergy_ZIP=-1.83, Synergy_Bliss=-0.333, Synergy_Loewe=-10.8, Synergy_HSA=1.62. (2) Drug 1: CC1=C(C=C(C=C1)NC(=O)C2=CC=C(C=C2)CN3CCN(CC3)C)NC4=NC=CC(=N4)C5=CN=CC=C5. Drug 2: CC(C)(C#N)C1=CC(=CC(=C1)CN2C=NC=N2)C(C)(C)C#N. Cell line: HL-60(TB). Synergy scores: CSS=21.2, Synergy_ZIP=-4.23, Synergy_Bliss=-7.99, Synergy_Loewe=15.2, Synergy_HSA=-3.52. (3) Drug 1: CCCS(=O)(=O)NC1=C(C(=C(C=C1)F)C(=O)C2=CNC3=C2C=C(C=N3)C4=CC=C(C=C4)Cl)F. Drug 2: CC1C(C(CC(O1)OC2CC(CC3=C2C(=C4C(=C3O)C(=O)C5=C(C4=O)C(=CC=C5)OC)O)(C(=O)C)O)N)O.Cl. Cell line: HCT116. Synergy scores: CSS=33.4, Synergy_ZIP=4.87, Synergy_Bliss=6.29, Synergy_Loewe=-38.0, Synergy_HSA=4.94. (4) Drug 1: CC12CCC(CC1=CCC3C2CCC4(C3CC=C4C5=CN=CC=C5)C)O. Drug 2: C1=CN(C(=O)N=C1N)C2C(C(C(O2)CO)O)O.Cl. Cell line: NCIH23. Synergy scores: CSS=34.3, Synergy_ZIP=-10.7, Synergy_Bliss=-2.77, Synergy_Loewe=-21.4, Synergy_HSA=-2.11. (5) Drug 1: CC(CN1CC(=O)NC(=O)C1)N2CC(=O)NC(=O)C2. Drug 2: C1=NC2=C(N=C(N=C2N1C3C(C(C(O3)CO)O)F)Cl)N. Cell line: HOP-62. Synergy scores: CSS=39.7, Synergy_ZIP=0.827, Synergy_Bliss=4.89, Synergy_Loewe=-32.2, Synergy_HSA=3.55. (6) Drug 1: COC1=C2C(=CC3=C1OC=C3)C=CC(=O)O2. Drug 2: C1C(C(OC1N2C=NC3=C2NC=NCC3O)CO)O. Cell line: COLO 205. Synergy scores: CSS=0.694, Synergy_ZIP=2.20, Synergy_Bliss=2.50, Synergy_Loewe=-1.02, Synergy_HSA=-0.382. (7) Drug 1: CC12CCC3C(C1CCC2OP(=O)(O)O)CCC4=C3C=CC(=C4)OC(=O)N(CCCl)CCCl.[Na+]. Drug 2: CC1C(C(CC(O1)OC2CC(CC3=C2C(=C4C(=C3O)C(=O)C5=CC=CC=C5C4=O)O)(C(=O)C)O)N)O. Cell line: HCT116. Synergy scores: CSS=48.0, Synergy_ZIP=-1.25, Synergy_Bliss=2.38, Synergy_Loewe=-16.4, Synergy_HSA=4.83.